The task is: Predict the reaction yield, written as a fraction of the theoretical maximum amount of product (1.0 means a 100% yield; for example, 0.34 means a 34% yield).. This data is from Reaction yield outcomes from USPTO patents with 853,638 reactions. The product is [Br:1][C:2]1[CH:3]=[C:4]([F:15])[CH:5]=[C:6]2[C:10]=1[N:9]([CH3:11])[C:8]([C:12]([NH2:17])=[O:13])=[CH:7]2. The yield is 1.00. The reactants are [Br:1][C:2]1[CH:3]=[C:4]([F:15])[CH:5]=[C:6]2[C:10]=1[N:9]([CH3:11])[C:8]([C:12](O)=[O:13])=[CH:7]2.C[N:17](C=O)C.C(Cl)(=O)C(Cl)=O.[OH-].[NH4+]. The catalyst is C1COCC1.O.